Dataset: Full USPTO retrosynthesis dataset with 1.9M reactions from patents (1976-2016). Task: Predict the reactants needed to synthesize the given product. (1) Given the product [CH3:1][S:2][C:3]1[CH:8]=[C:7]([C:24]#[N:25])[N:6]=[C:5]([C:10]2[CH:15]=[CH:14][CH:13]=[CH:12][N:11]=2)[CH:4]=1, predict the reactants needed to synthesize it. The reactants are: [CH3:1][S:2][C:3]1[CH:4]=[C:5]([C:10]2[CH:15]=[CH:14][CH:13]=[CH:12][N:11]=2)[N+:6]([O-])=[CH:7][CH:8]=1.P([C:24]#[N:25])(=O)(OCC)OCC.C(N(CC)CC)C. (2) Given the product [C:1]([C:5]1[CH:17]=[C:16]2[C:8]([CH2:9][CH2:10][C:11]3([O:15]2)[CH2:14][CH2:13][CH2:12]3)=[C:7]([CH2:19][N:21]2[CH2:26][CH2:25][O:24][CH2:23][CH2:22]2)[C:6]=1[OH:18])([CH3:4])([CH3:2])[CH3:3], predict the reactants needed to synthesize it. The reactants are: [C:1]([C:5]1[CH:17]=[C:16]2[C:8]([CH2:9][CH2:10][C:11]3([O:15]2)[CH2:14][CH2:13][CH2:12]3)=[CH:7][C:6]=1[OH:18])([CH3:4])([CH3:3])[CH3:2].[CH2:19]=O.[NH:21]1[CH2:26][CH2:25][O:24][CH2:23][CH2:22]1. (3) Given the product [CH2:13]1[C:14]2[C:19](=[CH:18][CH:17]=[CH:16][CH:15]=2)[CH2:20][CH2:21][N:12]1[CH2:11][CH:10]([OH:22])[CH2:9][NH:8][C:6]1[CH:5]=[N:4][CH:3]=[C:2]([C:30]2[CH:31]=[CH:32][C:27]3[N:26]=[CH:25][N:24]([CH3:23])[C:28]=3[CH:29]=2)[N:7]=1, predict the reactants needed to synthesize it. The reactants are: Cl[C:2]1[N:7]=[C:6]([NH:8][CH2:9][CH:10]([OH:22])[CH2:11][N:12]2[CH2:21][CH2:20][C:19]3[C:14](=[CH:15][CH:16]=[CH:17][CH:18]=3)[CH2:13]2)[CH:5]=[N:4][CH:3]=1.[CH3:23][N:24]1[C:28]2[CH:29]=[C:30](B3OC(C)(C)C(C)(C)O3)[CH:31]=[CH:32][C:27]=2[N:26]=[CH:25]1.C([O-])([O-])=O.[Cs+].[Cs+]. (4) Given the product [Br:1][C:2]1[CH:3]=[C:4]([CH:5]=[CH:6][CH:7]=1)[C:8]([C:9](=[CH:18][N:19]([CH3:21])[CH3:20])[C:10]([O:12][CH2:13][CH3:14])=[O:11])=[O:15], predict the reactants needed to synthesize it. The reactants are: [Br:1][C:2]1[CH:3]=[C:4]([C:8](=[O:15])[CH2:9][C:10]([O:12][CH2:13][CH3:14])=[O:11])[CH:5]=[CH:6][CH:7]=1.CO[CH:18](OC)[N:19]([CH3:21])[CH3:20]. (5) Given the product [NH:1]([C:7](=[S:28])[C:8]([NH:10][C:11]1[CH:12]=[C:13]2[C:18](=[CH:19][CH:20]=1)[CH2:17][N:16]([C:21]([O:23][C:24]([CH3:27])([CH3:26])[CH3:25])=[O:22])[CH2:15][CH2:14]2)=[O:9])[NH2:30], predict the reactants needed to synthesize it. The reactants are: [N:1]1([C:7](=[S:28])[C:8]([NH:10][C:11]2[CH:12]=[C:13]3[C:18](=[CH:19][CH:20]=2)[CH2:17][N:16]([C:21]([O:23][C:24]([CH3:27])([CH3:26])[CH3:25])=[O:22])[CH2:15][CH2:14]3)=[O:9])CCOCC1.O.[NH2:30]N.O.Cl. (6) Given the product [CH2:34]([N:20]([CH2:18][CH3:19])[CH2:21][CH2:22][NH:23][C:24]([C:26]1[NH:27][C:28]([CH:32]=[C:10]2[C:9]3[C:13](=[CH:14][CH:15]=[CH:16][C:8]=3[C:5]3[CH:4]=[CH:3][C:2]([Br:1])=[CH:7][CH:6]=3)[NH:12][C:11]2=[O:17])=[C:29]([CH3:31])[CH:30]=1)=[O:25])[CH3:35], predict the reactants needed to synthesize it. The reactants are: [Br:1][C:2]1[CH:7]=[CH:6][C:5]([C:8]2[CH:16]=[CH:15][CH:14]=[C:13]3[C:9]=2[CH2:10][C:11](=[O:17])[NH:12]3)=[CH:4][CH:3]=1.[CH2:18]([N:20]([CH2:34][CH3:35])[CH2:21][CH2:22][NH:23][C:24]([C:26]1[NH:27][C:28]([CH:32]=O)=[C:29]([CH3:31])[CH:30]=1)=[O:25])[CH3:19]. (7) Given the product [CH3:34][C:24]1[CH:25]=[C:26]([S:30]([NH:1][C:2]2[CH:7]=[N:6][CH:5]=[C:4]([C:8]3[S:12][C:11]([C:13]4[CH:14]=[C:15]5[C:19](=[CH:20][CH:21]=4)[C:18](=[O:22])[N:17]([CH3:23])[CH2:16]5)=[CH:10][CH:9]=3)[CH:3]=2)(=[O:32])=[O:31])[CH:27]=[CH:28][CH:29]=1, predict the reactants needed to synthesize it. The reactants are: [NH2:1][C:2]1[CH:3]=[C:4]([C:8]2[S:12][C:11]([C:13]3[CH:14]=[C:15]4[C:19](=[CH:20][CH:21]=3)[C:18](=[O:22])[N:17]([CH3:23])[CH2:16]4)=[CH:10][CH:9]=2)[CH:5]=[N:6][CH:7]=1.[C:24]1([CH3:34])[CH:29]=[CH:28][CH:27]=[C:26]([S:30](Cl)(=[O:32])=[O:31])[CH:25]=1. (8) Given the product [C:34]([O:38][C:39]([N:19]1[C@H:18]([C:26]([OH:28])=[O:27])[CH2:17][C:16]2[C:21](=[CH:22][C:23]([O:24][CH3:25])=[C:14]([O:13][CH3:12])[CH:15]=2)[CH2:20]1)=[O:40])([CH3:37])([CH3:36])[CH3:35], predict the reactants needed to synthesize it. The reactants are: C1(C)C=CC(S(O)(=O)=O)=CC=1.[CH3:12][O:13][C:14]1[CH:15]=[C:16]2[C:21](=[CH:22][C:23]=1[O:24][CH3:25])[CH2:20][NH:19][C@H:18]([C:26]([OH:28])=[O:27])[CH2:17]2.C(=O)(O)[O-].[Na+].[C:34]([O:38][C:39](O[C:39]([O:38][C:34]([CH3:37])([CH3:36])[CH3:35])=[O:40])=[O:40])([CH3:37])([CH3:36])[CH3:35].Cl.[Cl-].[Na+].